This data is from Full USPTO retrosynthesis dataset with 1.9M reactions from patents (1976-2016). The task is: Predict the reactants needed to synthesize the given product. (1) Given the product [C:1]12([NH:6][C:7]3[C:12]([C:13]([NH2:24])=[O:14])=[CH:11][N:10]=[C:9]([S:16][CH3:17])[N:8]=3)[CH2:5][CH:3]([CH2:4]1)[CH2:2]2, predict the reactants needed to synthesize it. The reactants are: [C:1]12([NH:6][C:7]3[C:12]([C:13](O)=[O:14])=[CH:11][N:10]=[C:9]([S:16][CH3:17])[N:8]=3)[CH2:5][CH:3]([CH2:4]1)[CH2:2]2.C1C=CC2N(O)N=[N:24]C=2C=1.C(Cl)CCl.[OH-].[NH4+]. (2) Given the product [CH3:1][C:2]1[CH:10]=[C:9]2[C:5]([C:6]([CH2:11][NH:12][C:13](=[O:15])[CH3:14])=[CH:7][NH:8]2)=[CH:4][CH:3]=1, predict the reactants needed to synthesize it. The reactants are: [CH3:1][C:2]1[CH:10]=[C:9]2[C:5]([C:6]([CH2:11][NH2:12])=[CH:7][NH:8]2)=[CH:4][CH:3]=1.[C:13](OC(=O)C)(=[O:15])[CH3:14].N1C=CC=CC=1.